Dataset: Full USPTO retrosynthesis dataset with 1.9M reactions from patents (1976-2016). Task: Predict the reactants needed to synthesize the given product. (1) Given the product [Cl:1][C:2]1[C:7]([C:8]2[CH:13]=[CH:12][CH:11]=[C:10]([CH2:14][CH3:15])[CH:9]=2)=[C:6]([C:16]([OH:39])([C@@H:25]2[CH2:30][CH2:29][CH2:28][N:27]([C:31]([N:33]3[CH2:34][CH2:35][NH:36][CH2:37][CH2:38]3)=[O:32])[CH2:26]2)[CH2:17][CH2:18][CH2:19][NH:20][C:21](=[O:24])[O:22][CH3:23])[CH:5]=[CH:4][CH:3]=1, predict the reactants needed to synthesize it. The reactants are: [Cl:1][C:2]1[C:7]([C:8]2[CH:13]=[CH:12][CH:11]=[C:10]([CH2:14][CH3:15])[CH:9]=2)=[C:6]([C@@:16]([OH:39])([C@@H:25]2[CH2:30][CH2:29][CH2:28][N:27]([C:31]([N:33]3[CH2:38][CH2:37][NH:36][CH2:35][CH2:34]3)=[O:32])[CH2:26]2)[CH2:17][CH2:18][CH2:19][NH:20][C:21](=[O:24])[O:22][CH3:23])[CH:5]=[CH:4][CH:3]=1.ClC1C(C2C=CC=C(CC)C=2)=C(C(C2CCCN(C(N3C=C[N+](C)=C3)=O)C2)(O)CCCNC(OC)=O)C=CC=1.N1(C(OC(C)(C)C)=O)CCNCC1. (2) Given the product [CH3:22][C:17]1[CH:18]=[CH:19][CH:20]=[CH:21][C:16]=1[CH:15]([O:14][CH:11]1[CH2:10][CH2:9][NH:8][CH2:13][CH2:12]1)[C:23]1[CH:24]=[CH:25][CH:26]=[CH:27][CH:28]=1, predict the reactants needed to synthesize it. The reactants are: C([N:8]1[CH2:13][CH2:12][CH:11]([O:14][CH:15]([C:23]2[CH:28]=[CH:27][CH:26]=[CH:25][CH:24]=2)[C:16]2[CH:21]=[CH:20][CH:19]=[CH:18][C:17]=2[CH3:22])[CH2:10][CH2:9]1)C1C=CC=CC=1.ClC1C=CC=CC=1C(OC1CCNCC1)C1C=CC(Cl)=CC=1.